From a dataset of Reaction yield outcomes from USPTO patents with 853,638 reactions. Predict the reaction yield, written as a fraction of the theoretical maximum amount of product (1.0 means a 100% yield; for example, 0.34 means a 34% yield). (1) The reactants are C[Li].[CH2:3]([C:10]1([C:20]#[CH:21])[CH2:19][CH2:18][C:13]2([O:17][CH2:16][CH2:15][O:14]2)[CH2:12][CH2:11]1)[C:4]1[CH:9]=[CH:8][CH:7]=[CH:6][CH:5]=1.[CH3:22][Si:23](Cl)([CH3:25])[CH3:24]. The catalyst is C1COCC1. The product is [CH2:3]([C:10]1([C:20]#[C:21][Si:23]([CH3:25])([CH3:24])[CH3:22])[CH2:19][CH2:18][C:13]2([O:14][CH2:15][CH2:16][O:17]2)[CH2:12][CH2:11]1)[C:4]1[CH:5]=[CH:6][CH:7]=[CH:8][CH:9]=1. The yield is 0.890. (2) The reactants are [BH4-].[Na+].[C:3]([C:11]1[CH:16]=[CH:15][C:14]([NH:17][C:18]([C@H:20]2[O:24][N:23]=[C:22]([C:25]3[CH:26]=[N:27][CH:28]=[CH:29][CH:30]=3)[CH2:21]2)=[O:19])=[CH:13][CH:12]=1)(=[O:10])[C:4]1[CH:9]=[CH:8][CH:7]=[CH:6][CH:5]=1. The catalyst is CO. The product is [OH:10][CH:3]([C:4]1[CH:5]=[CH:6][CH:7]=[CH:8][CH:9]=1)[C:11]1[CH:12]=[CH:13][C:14]([NH:17][C:18]([C@H:20]2[O:24][N:23]=[C:22]([C:25]3[CH:26]=[N:27][CH:28]=[CH:29][CH:30]=3)[CH2:21]2)=[O:19])=[CH:15][CH:16]=1. The yield is 0.890.